The task is: Predict the reaction yield, written as a fraction of the theoretical maximum amount of product (1.0 means a 100% yield; for example, 0.34 means a 34% yield).. This data is from Reaction yield outcomes from USPTO patents with 853,638 reactions. (1) The reactants are [Cl:1][C:2]1[C:3]([O:12][C:13]2[CH:18]=[C:17]([O:19][CH:20]([CH3:22])[CH3:21])[CH:16]=[CH:15][C:14]=2[CH2:23][CH2:24][CH2:25][OH:26])=[N:4][CH:5]=[C:6]([C:8]([F:11])([F:10])[F:9])[CH:7]=1.Cl[S:28]([N:31]=[C:32]=[O:33])(=[O:30])=[O:29].[O:34]([CH2:41][CH2:42][NH2:43])[C:35]1[CH:40]=[CH:39][CH:38]=[CH:37][CH:36]=1.Cl. The catalyst is C(#N)C.N1C=CC=CC=1. The product is [O:34]([CH2:41][CH2:42][NH:43][S:28]([NH:31][C:32](=[O:33])[O:26][CH2:25][CH2:24][CH2:23][C:14]1[CH:15]=[CH:16][C:17]([O:19][CH:20]([CH3:21])[CH3:22])=[CH:18][C:13]=1[O:12][C:3]1[C:2]([Cl:1])=[CH:7][C:6]([C:8]([F:11])([F:10])[F:9])=[CH:5][N:4]=1)(=[O:30])=[O:29])[C:35]1[CH:40]=[CH:39][CH:38]=[CH:37][CH:36]=1. The yield is 0.460. (2) The reactants are [CH:1]1([CH:7]([NH:24][C:25]2[CH:33]=[CH:32][C:28]([C:29](O)=[O:30])=[CH:27][CH:26]=2)[C:8]2[S:9][C:10]([C:14]3[CH:19]=[CH:18][C:17]([C:20]([F:23])([F:22])[F:21])=[CH:16][CH:15]=3)=[CH:11][C:12]=2[CH3:13])[CH2:6][CH2:5][CH2:4][CH2:3][CH2:2]1.[CH3:34][NH:35][CH2:36][CH2:37][C:38]([O:40]CC)=[O:39].Cl.C(N=C=NCCCN(C)C)C.O.OC1C2N=NNC=2C=CC=1. The catalyst is CN(C)C=O.C(OCC)(=O)C.C(N(CC)CC)C. The product is [CH:1]1([CH:7]([NH:24][C:25]2[CH:26]=[CH:27][C:28]([C:29]([N:35]([CH3:34])[CH2:36][CH2:37][C:38]([OH:40])=[O:39])=[O:30])=[CH:32][CH:33]=2)[C:8]2[S:9][C:10]([C:14]3[CH:19]=[CH:18][C:17]([C:20]([F:22])([F:23])[F:21])=[CH:16][CH:15]=3)=[CH:11][C:12]=2[CH3:13])[CH2:6][CH2:5][CH2:4][CH2:3][CH2:2]1. The yield is 0.920.